From a dataset of Forward reaction prediction with 1.9M reactions from USPTO patents (1976-2016). Predict the product of the given reaction. (1) Given the reactants [CH2:1]([O:3][C:4]([C:6]1[NH:7][C:8]([CH3:21])=[C:9]([C:12]2[CH:17]=[CH:16][C:15]([C:18]([OH:20])=O)=[CH:14][CH:13]=2)[C:10]=1[CH3:11])=[O:5])[CH3:2].C(Cl)(=O)C(Cl)=O.[CH3:28][C:29]1[CH:36]=[CH:35][C:32]([CH2:33][NH2:34])=[CH:31][CH:30]=1.C(=O)(O)[O-].[Na+], predict the reaction product. The product is: [CH2:1]([O:3][C:4]([C:6]1[NH:7][C:8]([CH3:21])=[C:9]([C:12]2[CH:13]=[CH:14][C:15]([C:18](=[O:20])[NH:34][CH2:33][C:32]3[CH:35]=[CH:36][C:29]([CH3:28])=[CH:30][CH:31]=3)=[CH:16][CH:17]=2)[C:10]=1[CH3:11])=[O:5])[CH3:2]. (2) The product is: [C:1]([C:3]#[C:4][C:5]1[CH:6]=[CH:7][C:8]([NH:11][C:12](=[O:13])[NH:14][CH2:15][CH2:16][CH2:17][N+:18]([CH3:19])([CH3:20])[CH2:22][CH2:21][CH2:27][S:24]([O-:23])(=[O:26])=[O:25])=[CH:9][CH:10]=1)#[N:2]. Given the reactants [C:1]([C:3]#[C:4][C:5]1[CH:10]=[CH:9][C:8]([NH:11][C:12]([NH:14][CH2:15][CH2:16][CH2:17][N:18]([CH3:20])[CH3:19])=[O:13])=[CH:7][CH:6]=1)#[N:2].[CH2:21]1[CH2:27][S:24](=[O:26])(=[O:25])[O:23][CH2:22]1, predict the reaction product. (3) Given the reactants S(=O)(=O)(O)O.[NH2:6][CH2:7][C:8]#[N:9].[C:10]([O-])(=O)C=C.C([N:17]([CH2:20][CH3:21])CC)C.[C:22]([O:25][CH2:26][CH3:27])(=[O:24])C, predict the reaction product. The product is: [C:20](/[C:21](=[CH:10]\[NH:9][CH2:8][C:7]#[N:6])/[C:22]([O:25][CH2:26][CH3:27])=[O:24])#[N:17]. (4) Given the reactants [CH3:1][O:2][C:3]1[CH:8]=[CH:7][CH:6]=[CH:5][C:4]=1[C:9]1[NH:10][C:11]2[C:16]([CH:17]=1)=[CH:15][C:14](B1OC(C)(C)C(C)(C)O1)=[CH:13][CH:12]=2.FC(F)(F)S(O[C:33]1[CH2:34][CH2:35][N:36]([C:40]([O:42][C:43]([CH3:46])([CH3:45])[CH3:44])=[O:41])[CH2:37][CH2:38][CH:39]=1)(=O)=O.C(=O)([O-])[O-].[Cs+].[Cs+], predict the reaction product. The product is: [CH3:1][O:2][C:3]1[CH:8]=[CH:7][CH:6]=[CH:5][C:4]=1[C:9]1[NH:10][C:11]2[C:16]([CH:17]=1)=[CH:15][C:14]([C:33]1[CH2:34][CH2:35][N:36]([C:40]([O:42][C:43]([CH3:46])([CH3:45])[CH3:44])=[O:41])[CH2:37][CH2:38][CH:39]=1)=[CH:13][CH:12]=2. (5) Given the reactants [F:1][C:2]1[CH:17]=[CH:16][C:5]([C:6]([C:8]2[CH:13]=[CH:12][C:11]([O:14][CH3:15])=[CH:10][CH:9]=2)=[O:7])=[CH:4][CH:3]=1.[CH3:18][OH:19].OS([C:24](F)(F)F)(=O)=O, predict the reaction product. The product is: [CH3:18][O:19][C:6]([O:7][CH3:24])([C:8]1[CH:13]=[CH:12][C:11]([O:14][CH3:15])=[CH:10][CH:9]=1)[C:5]1[CH:16]=[CH:17][C:2]([F:1])=[CH:3][CH:4]=1. (6) Given the reactants C(=O)([O-])[O-].[K+].[K+].Cl[C:8]1[O:9][C:10]([N:15]2[CH2:20][CH2:19][O:18][CH2:17][CH2:16]2)=[CH:11][C:12](=[O:14])[CH:13]=1.[C:21]([O:25][C:26]([N:28]1[C:41]2[CH:40]=[CH:39][CH:38]=[C:37](B3OC(C)(C)C(C)(C)O3)[C:36]=2[S:35][C:34]2[C:29]1=[CH:30][CH:31]=[CH:32][CH:33]=2)=[O:27])([CH3:24])([CH3:23])[CH3:22], predict the reaction product. The product is: [C:21]([O:25][C:26]([N:28]1[C:29]2[CH:30]=[CH:31][CH:32]=[C:33]([C:8]3[O:9][C:10]([N:15]4[CH2:20][CH2:19][O:18][CH2:17][CH2:16]4)=[CH:11][C:12](=[O:14])[CH:13]=3)[C:34]=2[S:35][C:36]2[C:41]1=[CH:40][CH:39]=[CH:38][CH:37]=2)=[O:27])([CH3:24])([CH3:22])[CH3:23]. (7) Given the reactants C1(N=C=N)CCCCC1.[N:10]1([CH2:16][CH2:17][CH2:18][O:19][C:20]2[CH:25]=[CH:24][C:23]([N:26]3[CH2:31][CH2:30][N:29]([C:32]([C:34]4[CH:42]=[CH:41][C:37]([C:38](O)=[O:39])=[CH:36][CH:35]=4)=[O:33])[CH2:28][CH2:27]3)=[CH:22][CH:21]=2)[CH2:15][CH2:14][CH2:13][CH2:12][CH2:11]1.O.ON1C2C=CC=CC=2N=N1.[N:54]1([C:60]([O:62][C:63]([CH3:66])([CH3:65])[CH3:64])=[O:61])[CH2:59][CH2:58][NH:57][CH2:56][CH2:55]1, predict the reaction product. The product is: [N:10]1([CH2:16][CH2:17][CH2:18][O:19][C:20]2[CH:21]=[CH:22][C:23]([N:26]3[CH2:27][CH2:28][N:29]([C:32]([C:34]4[CH:35]=[CH:36][C:37]([C:38]([N:57]5[CH2:58][CH2:59][N:54]([C:60]([O:62][C:63]([CH3:66])([CH3:65])[CH3:64])=[O:61])[CH2:55][CH2:56]5)=[O:39])=[CH:41][CH:42]=4)=[O:33])[CH2:30][CH2:31]3)=[CH:24][CH:25]=2)[CH2:11][CH2:12][CH2:13][CH2:14][CH2:15]1.